From a dataset of Full USPTO retrosynthesis dataset with 1.9M reactions from patents (1976-2016). Predict the reactants needed to synthesize the given product. (1) Given the product [CH3:1][N:2]1[CH2:15][CH2:14][C:5]2[N:6]([CH2:24][CH2:23][C:21]3[CH:20]=[CH:19][C:18](=[O:25])[N:17]([CH3:16])[CH:22]=3)[C:7]3[CH:8]=[CH:9][C:10]([CH3:13])=[CH:11][C:12]=3[C:4]=2[CH2:3]1, predict the reactants needed to synthesize it. The reactants are: [CH3:1][N:2]1[CH2:15][CH2:14][C:5]2[NH:6][C:7]3[CH:8]=[CH:9][C:10]([CH3:13])=[CH:11][C:12]=3[C:4]=2[CH2:3]1.[CH3:16][N:17]1[CH:22]=[C:21]([CH:23]=[CH2:24])[CH:20]=[CH:19][C:18]1=[O:25].[OH-].[K+]. (2) Given the product [OH:8][C@@H:9]1[C@@:37]2([CH3:38])[C:13](=[CH:14][CH:15]=[C:16]3[C@@H:36]2[CH2:35][CH2:34][C@@:33]2([CH3:39])[C@H:17]3[CH2:18][CH:19]=[C:20]2[C@@H:21]([S:23][CH2:24][CH2:25][CH2:26][C:27]([CH2:31][CH3:32])([OH:30])[CH2:28][CH3:29])[CH3:22])[CH2:12][C@@H:11]([OH:40])[CH2:10]1, predict the reactants needed to synthesize it. The reactants are: [Si]([O:8][C@@H:9]1[C@@:37]2([CH3:38])[C:13](=[CH:14][CH:15]=[C:16]3[C@@H:36]2[CH2:35][CH2:34][C@@:33]2([CH3:39])[C@H:17]3[CH2:18][CH:19]=[C:20]2[C@@H:21]([S:23][CH2:24][CH2:25][CH2:26][C:27]([CH2:31][CH3:32])([OH:30])[CH2:28][CH3:29])[CH3:22])[CH2:12][C@@H:11]([OH:40])[CH2:10]1)(C(C)(C)C)(C)C.[F-].C([N+](CCCC)(CCCC)CCCC)CCC. (3) Given the product [C:14]([O:13][C:11](=[O:12])[NH:10][C@H:4]([C:3](=[O:18])[NH:23][CH2:19][CH:20]([CH3:22])[CH3:21])[C@H:5]([OH:9])[CH2:6][CH2:7][CH3:8])([CH3:15])([CH3:16])[CH3:17], predict the reactants needed to synthesize it. The reactants are: CO[C:3](=[O:18])[C@@H:4]([NH:10][C:11]([O:13][C:14]([CH3:17])([CH3:16])[CH3:15])=[O:12])[C@H:5]([OH:9])[CH2:6][CH2:7][CH3:8].[CH2:19]([NH2:23])[CH:20]([CH3:22])[CH3:21]. (4) Given the product [CH:24]([N:17]1[CH2:18][CH2:19][C:14]([CH2:13][O:12][C:10]2[C:9]([CH:21]3[CH2:23][CH2:22]3)=[CH:8][N:7]3[C:3]([Br:2])=[N:4][N:5]=[C:6]3[CH:11]=2)([CH3:20])[CH2:15][CH2:16]1)([C:25]1[CH:30]=[CH:29][CH:28]=[CH:27][CH:26]=1)[C:31]1[CH:36]=[CH:35][CH:34]=[CH:33][CH:32]=1, predict the reactants needed to synthesize it. The reactants are: Cl.[Br:2][C:3]1[N:7]2[CH:8]=[C:9]([CH:21]3[CH2:23][CH2:22]3)[C:10]([O:12][CH2:13][C:14]3([CH3:20])[CH2:19][CH2:18][NH:17][CH2:16][CH2:15]3)=[CH:11][C:6]2=[N:5][N:4]=1.[CH:24](Br)([C:31]1[CH:36]=[CH:35][CH:34]=[CH:33][CH:32]=1)[C:25]1[CH:30]=[CH:29][CH:28]=[CH:27][CH:26]=1.C(=O)([O-])[O-].[K+].[K+]. (5) Given the product [CH3:1][O:2][C:3](=[O:21])[C:4]1[CH:9]=[CH:8][C:7]([NH:10][CH:11]2[CH2:16][CH2:15][CH2:14][CH2:13][CH2:12]2)=[C:6]([NH2:17])[C:5]=1[CH3:20], predict the reactants needed to synthesize it. The reactants are: [CH3:1][O:2][C:3](=[O:21])[C:4]1[CH:9]=[CH:8][C:7]([NH:10][CH:11]2[CH2:16][CH2:15][CH2:14][CH2:13][CH2:12]2)=[C:6]([N+:17]([O-])=O)[C:5]=1[CH3:20]. (6) Given the product [F:1][C:2]1[C:7]([F:8])=[CH:6][CH:5]=[C:4]([O:9][CH2:10][CH2:11][O:12][CH3:13])[C:3]=1[C:19]([OH:21])=[O:20], predict the reactants needed to synthesize it. The reactants are: [F:1][C:2]1[CH:3]=[C:4]([O:9][CH2:10][CH2:11][O:12][CH3:13])[CH:5]=[CH:6][C:7]=1[F:8].C([Li])CCC.[C:19](=[O:21])=[O:20].Cl.